From a dataset of CYP2D6 inhibition data for predicting drug metabolism from PubChem BioAssay. Regression/Classification. Given a drug SMILES string, predict its absorption, distribution, metabolism, or excretion properties. Task type varies by dataset: regression for continuous measurements (e.g., permeability, clearance, half-life) or binary classification for categorical outcomes (e.g., BBB penetration, CYP inhibition). Dataset: cyp2d6_veith. (1) The molecule is COc1ccc(S(=O)(=O)N2CCCN(CCC(=O)Nc3cccc(C(F)(F)F)c3)CC2)cc1. The result is 1 (inhibitor). (2) The drug is CC(C)(C(=O)O)c1ccc([C@@H](O)CCCN2CCC(C(O)(c3ccccc3)c3ccccc3)CC2)cc1. The result is 0 (non-inhibitor). (3) The compound is O=C(CSC1=NCCS1)N1CCN(c2ccc(Cl)cc2)CC1. The result is 0 (non-inhibitor). (4) The result is 0 (non-inhibitor). The molecule is CC(C)c1ccc(N=c2c([N+](=O)[O-])nn(-c3ccc4c(c3)OCCO4)n2O)cc1. (5) The compound is Cc1cccnc1NC1(C(F)(F)F)N=C(c2ccccc2)NC1=O. The result is 0 (non-inhibitor).